Dataset: TCR-epitope binding with 47,182 pairs between 192 epitopes and 23,139 TCRs. Task: Binary Classification. Given a T-cell receptor sequence (or CDR3 region) and an epitope sequence, predict whether binding occurs between them. (1) The epitope is HTTDPSFLGRY. The TCR CDR3 sequence is CASSALPGQGDGNQPQHF. Result: 0 (the TCR does not bind to the epitope). (2) The epitope is GLCTLVAML. The TCR CDR3 sequence is CASSPPGENYGYTF. Result: 1 (the TCR binds to the epitope). (3) The epitope is RAKFKQLL. The TCR CDR3 sequence is CASLLVGAGGAEQFF. Result: 1 (the TCR binds to the epitope). (4) The epitope is VVYRGTTTY. The TCR CDR3 sequence is CSVQWREGLGELFF. Result: 0 (the TCR does not bind to the epitope).